This data is from Catalyst prediction with 721,799 reactions and 888 catalyst types from USPTO. The task is: Predict which catalyst facilitates the given reaction. (1) Reactant: Cl.[CH:2]1([CH2:5][O:6][NH2:7])[CH2:4][CH2:3]1.C(N(C(C)C)CC)(C)C.[F:17][C:18]1[C:23]([F:24])=[C:22]([F:25])[CH:21]=[CH:20][C:19]=1[S:26](Cl)(=[O:28])=[O:27]. Product: [CH:2]1([CH2:5][O:6][NH:7][S:26]([C:19]2[CH:20]=[CH:21][C:22]([F:25])=[C:23]([F:24])[C:18]=2[F:17])(=[O:28])=[O:27])[CH2:4][CH2:3]1. The catalyst class is: 4. (2) Reactant: [CH3:1][C:2]1[C:3](=[O:9])[NH:4][C:5](=[O:8])[NH:6][CH:7]=1.C([O-])([O-])=O.[K+].[K+].Br[CH2:17][CH2:18][CH2:19][CH2:20][Cl:21].O. Product: [Cl:21][CH2:20][CH2:19][CH2:18][CH2:17][N:6]1[CH:7]=[C:2]([CH3:1])[C:3](=[O:9])[NH:4][C:5]1=[O:8]. The catalyst class is: 16.